From a dataset of Full USPTO retrosynthesis dataset with 1.9M reactions from patents (1976-2016). Predict the reactants needed to synthesize the given product. (1) Given the product [F:1][C:2]1[CH:3]=[CH:4][C:5]([CH2:8][C:9]2[CH:18]=[C:17]3[C:12]([C:13]([OH:25])=[C:14]([C:20]([N:34]([C:26]([C:27]4[CH:32]=[CH:31][CH:30]=[CH:29][CH:28]=4)=[O:33])[NH2:35])=[O:21])[C:15](=[O:19])[NH:16]3)=[N:11][CH:10]=2)=[CH:6][CH:7]=1, predict the reactants needed to synthesize it. The reactants are: [F:1][C:2]1[CH:7]=[CH:6][C:5]([CH2:8][C:9]2[CH:18]=[C:17]3[C:12]([C:13]([OH:25])=[C:14]([C:20](OCC)=[O:21])[C:15](=[O:19])[NH:16]3)=[N:11][CH:10]=2)=[CH:4][CH:3]=1.[C:26]([NH:34][NH2:35])(=[O:33])[C:27]1[CH:32]=[CH:31][CH:30]=[CH:29][CH:28]=1. (2) Given the product [NH:23]1[C:31]2[C:26](=[N:27][CH:28]=[CH:29][CH:30]=2)[C:25]([N:32]2[CH2:37][CH2:36][CH2:35][CH:34]([NH:38][C:16](=[O:17])[O:18][C:19]([CH3:20])([CH3:21])[CH3:22])[CH2:33]2)=[CH:24]1, predict the reactants needed to synthesize it. The reactants are: C(N(CC)CC)C.[C:19]([O:18][C:16](O[C:16]([O:18][C:19]([CH3:22])([CH3:21])[CH3:20])=[O:17])=[O:17])([CH3:22])([CH3:21])[CH3:20].[NH:23]1[C:31]2[C:26](=[N:27][CH:28]=[CH:29][CH:30]=2)[C:25]([N:32]2[CH2:37][CH2:36][CH2:35][CH:34]([NH2:38])[CH2:33]2)=[CH:24]1.